From a dataset of NCI-60 drug combinations with 297,098 pairs across 59 cell lines. Regression. Given two drug SMILES strings and cell line genomic features, predict the synergy score measuring deviation from expected non-interaction effect. (1) Drug 1: CC1C(C(CC(O1)OC2CC(OC(C2O)C)OC3=CC4=CC5=C(C(=O)C(C(C5)C(C(=O)C(C(C)O)O)OC)OC6CC(C(C(O6)C)O)OC7CC(C(C(O7)C)O)OC8CC(C(C(O8)C)O)(C)O)C(=C4C(=C3C)O)O)O)O. Drug 2: COCCOC1=C(C=C2C(=C1)C(=NC=N2)NC3=CC=CC(=C3)C#C)OCCOC.Cl. Cell line: A498. Synergy scores: CSS=21.0, Synergy_ZIP=-2.18, Synergy_Bliss=-2.72, Synergy_Loewe=-2.29, Synergy_HSA=-0.341. (2) Drug 1: COC1=C(C=C2C(=C1)N=CN=C2NC3=CC(=C(C=C3)F)Cl)OCCCN4CCOCC4. Drug 2: C1=CC(=CC=C1CCCC(=O)O)N(CCCl)CCCl. Cell line: KM12. Synergy scores: CSS=15.1, Synergy_ZIP=-2.65, Synergy_Bliss=-0.256, Synergy_Loewe=-0.616, Synergy_HSA=4.74. (3) Drug 1: CNC(=O)C1=CC=CC=C1SC2=CC3=C(C=C2)C(=NN3)C=CC4=CC=CC=N4. Drug 2: C1=CC(=CC=C1CCC2=CNC3=C2C(=O)NC(=N3)N)C(=O)NC(CCC(=O)O)C(=O)O. Cell line: RPMI-8226. Synergy scores: CSS=46.4, Synergy_ZIP=6.11, Synergy_Bliss=5.12, Synergy_Loewe=-15.7, Synergy_HSA=2.33. (4) Drug 1: CC1C(C(CC(O1)OC2CC(OC(C2O)C)OC3=CC4=CC5=C(C(=O)C(C(C5)C(C(=O)C(C(C)O)O)OC)OC6CC(C(C(O6)C)O)OC7CC(C(C(O7)C)O)OC8CC(C(C(O8)C)O)(C)O)C(=C4C(=C3C)O)O)O)O. Drug 2: C1CN(P(=O)(OC1)NCCCl)CCCl. Cell line: UO-31. Synergy scores: CSS=46.3, Synergy_ZIP=0.465, Synergy_Bliss=0.185, Synergy_Loewe=-59.7, Synergy_HSA=-0.274.